This data is from NCI-60 drug combinations with 297,098 pairs across 59 cell lines. The task is: Regression. Given two drug SMILES strings and cell line genomic features, predict the synergy score measuring deviation from expected non-interaction effect. (1) Drug 1: CC1CCC2CC(C(=CC=CC=CC(CC(C(=O)C(C(C(=CC(C(=O)CC(OC(=O)C3CCCCN3C(=O)C(=O)C1(O2)O)C(C)CC4CCC(C(C4)OC)OCCO)C)C)O)OC)C)C)C)OC. Drug 2: CS(=O)(=O)CCNCC1=CC=C(O1)C2=CC3=C(C=C2)N=CN=C3NC4=CC(=C(C=C4)OCC5=CC(=CC=C5)F)Cl. Cell line: CCRF-CEM. Synergy scores: CSS=-11.7, Synergy_ZIP=11.5, Synergy_Bliss=8.62, Synergy_Loewe=-14.7, Synergy_HSA=-14.2. (2) Drug 1: CC1=C2C(C(=O)C3(C(CC4C(C3C(C(C2(C)C)(CC1OC(=O)C(C(C5=CC=CC=C5)NC(=O)OC(C)(C)C)O)O)OC(=O)C6=CC=CC=C6)(CO4)OC(=O)C)OC)C)OC. Drug 2: CC1=CC2C(CCC3(C2CCC3(C(=O)C)OC(=O)C)C)C4(C1=CC(=O)CC4)C. Cell line: HL-60(TB). Synergy scores: CSS=82.0, Synergy_ZIP=15.2, Synergy_Bliss=13.5, Synergy_Loewe=-34.4, Synergy_HSA=12.1. (3) Synergy scores: CSS=55.6, Synergy_ZIP=-1.33, Synergy_Bliss=-1.45, Synergy_Loewe=-0.813, Synergy_HSA=1.64. Cell line: NCI-H460. Drug 2: CN(CC1=CN=C2C(=N1)C(=NC(=N2)N)N)C3=CC=C(C=C3)C(=O)NC(CCC(=O)O)C(=O)O. Drug 1: CC1C(C(CC(O1)OC2CC(CC3=C2C(=C4C(=C3O)C(=O)C5=C(C4=O)C(=CC=C5)OC)O)(C(=O)C)O)N)O.Cl. (4) Drug 1: CC12CCC3C(C1CCC2=O)CC(=C)C4=CC(=O)C=CC34C. Drug 2: N.N.Cl[Pt+2]Cl. Cell line: NCI/ADR-RES. Synergy scores: CSS=20.6, Synergy_ZIP=0.833, Synergy_Bliss=1.27, Synergy_Loewe=0.00133, Synergy_HSA=-0.506. (5) Drug 1: CCCS(=O)(=O)NC1=C(C(=C(C=C1)F)C(=O)C2=CNC3=C2C=C(C=N3)C4=CC=C(C=C4)Cl)F. Drug 2: CC(C)(C#N)C1=CC(=CC(=C1)CN2C=NC=N2)C(C)(C)C#N. Cell line: SN12C. Synergy scores: CSS=-2.07, Synergy_ZIP=5.56, Synergy_Bliss=-2.67, Synergy_Loewe=-6.07, Synergy_HSA=-4.77. (6) Cell line: SR. Drug 1: CC12CCC3C(C1CCC2O)C(CC4=C3C=CC(=C4)O)CCCCCCCCCS(=O)CCCC(C(F)(F)F)(F)F. Drug 2: C1=NC2=C(N=C(N=C2N1C3C(C(C(O3)CO)O)F)Cl)N. Synergy scores: CSS=-4.94, Synergy_ZIP=-1.46, Synergy_Bliss=-9.43, Synergy_Loewe=-9.12, Synergy_HSA=-10.1. (7) Drug 1: CC1=C(C=C(C=C1)NC2=NC=CC(=N2)N(C)C3=CC4=NN(C(=C4C=C3)C)C)S(=O)(=O)N.Cl. Drug 2: CNC(=O)C1=NC=CC(=C1)OC2=CC=C(C=C2)NC(=O)NC3=CC(=C(C=C3)Cl)C(F)(F)F. Cell line: EKVX. Synergy scores: CSS=12.0, Synergy_ZIP=0.273, Synergy_Bliss=1.67, Synergy_Loewe=-12.4, Synergy_HSA=1.11.